From a dataset of Full USPTO retrosynthesis dataset with 1.9M reactions from patents (1976-2016). Predict the reactants needed to synthesize the given product. (1) Given the product [CH:1]1([CH:7]([C:9]2[CH:13]=[C:12]([C:14]3[CH:15]=[CH:16][C:17]([C:20]([F:23])([F:21])[F:22])=[CH:18][CH:19]=3)[S:11][C:10]=2[CH2:24][CH3:25])[O:8][C:27]2[CH:36]=[CH:35][C:30]([C:31]([OH:33])=[O:32])=[CH:29][CH:28]=2)[CH2:2][CH2:3][CH2:4][CH2:5][CH2:6]1, predict the reactants needed to synthesize it. The reactants are: [CH:1]1([CH:7]([C:9]2[CH:13]=[C:12]([C:14]3[CH:19]=[CH:18][C:17]([C:20]([F:23])([F:22])[F:21])=[CH:16][CH:15]=3)[S:11][C:10]=2[CH2:24][CH3:25])[OH:8])[CH2:6][CH2:5][CH2:4][CH2:3][CH2:2]1.O[C:27]1[CH:36]=[CH:35][C:30]([C:31]([O:33]C)=[O:32])=[CH:29][CH:28]=1.N(C(N1CCCCC1)=O)=NC(N1CCCCC1)=O.C(P(CCCC)CCCC)CCC.[OH-].[Na+].Cl. (2) The reactants are: [C:1]([C:5]1[CH:10]=[CH:9][C:8]([C:11]2[N:12]([C:30](Cl)=[O:31])[C@H:13]([C:23]3[CH:28]=[CH:27][C:26]([Cl:29])=[CH:25][CH:24]=3)[C@H:14]([C:16]3[CH:21]=[CH:20][C:19]([Cl:22])=[CH:18][CH:17]=3)[N:15]=2)=[C:7]([O:33][CH2:34][CH2:35][F:36])[CH:6]=1)([CH3:4])([CH3:3])[CH3:2].[N:37]1([C:43](=[O:51])[CH2:44][N:45]2[CH2:50][CH2:49][NH:48][CH2:47][CH2:46]2)[CH2:42][CH2:41][O:40][CH2:39][CH2:38]1. Given the product [ClH:22].[C:1]([C:5]1[CH:10]=[CH:9][C:8]([C:11]2[N:12]([C:30]([N:48]3[CH2:47][CH2:46][N:45]([CH2:44][C:43]([N:37]4[CH2:38][CH2:39][O:40][CH2:41][CH2:42]4)=[O:51])[CH2:50][CH2:49]3)=[O:31])[C@H:13]([C:23]3[CH:28]=[CH:27][C:26]([Cl:29])=[CH:25][CH:24]=3)[C@H:14]([C:16]3[CH:17]=[CH:18][C:19]([Cl:22])=[CH:20][CH:21]=3)[N:15]=2)=[C:7]([O:33][CH2:34][CH2:35][F:36])[CH:6]=1)([CH3:4])([CH3:2])[CH3:3], predict the reactants needed to synthesize it.